Dataset: Catalyst prediction with 721,799 reactions and 888 catalyst types from USPTO. Task: Predict which catalyst facilitates the given reaction. (1) Reactant: [CH2:1]1[C:13]2[NH:12][C:11]3[C:6](=[CH:7][CH:8]=[CH:9][CH:10]=3)[C:5]=2[C:4](=[O:14])[CH2:3][CH2:2]1.F[C:16]1[CH:21]=[CH:20][C:19]([N+:22]([O-:24])=[O:23])=[CH:18][C:17]=1[Cl:25].C([O-])([O-])=O.[Cs+].[Cs+]. Product: [Cl:25][C:17]1[CH:18]=[C:19]([N+:22]([O-:24])=[O:23])[CH:20]=[CH:21][C:16]=1[N:12]1[C:13]2[CH2:1][CH2:2][CH2:3][C:4](=[O:14])[C:5]=2[C:6]2[C:11]1=[CH:10][CH:9]=[CH:8][CH:7]=2. The catalyst class is: 39. (2) Reactant: [Br:1][C:2]1[N:3]([CH2:24][O:25][CH2:26][CH2:27][Si:28]([CH3:31])([CH3:30])[CH3:29])[N:4]=[C:5]2[C:14]3[CH:13]=[CH:12][C:11](I)=[CH:10][C:9]=3[C:8]([C:16]3[C:21]([F:22])=[CH:20][CH:19]=[CH:18][C:17]=3[F:23])=[N:7][C:6]=12.C(N([CH2:37][CH3:38])CC)C. Product: [Br:1][C:2]1[N:3]([CH2:24][O:25][CH2:26][CH2:27][Si:28]([CH3:31])([CH3:30])[CH3:29])[N:4]=[C:5]2[C:14]3[CH:13]=[CH:12][C:11]([C:38]#[C:37][Si:28]([CH3:30])([CH3:29])[CH3:27])=[CH:10][C:9]=3[C:8]([C:16]3[C:21]([F:22])=[CH:20][CH:19]=[CH:18][C:17]=3[F:23])=[N:7][C:6]=12. The catalyst class is: 3. (3) Reactant: Br[C:2]1[C:11]2[O:10][C@@H:9]([CH3:12])[CH2:8][N:7]([C:13]([O:15][C:16]([CH3:19])([CH3:18])[CH3:17])=[O:14])[CH2:6][C:5]=2[S:4][CH:3]=1.[CH:20](/B(O)O)=[CH:21]/[CH3:22].C(=O)([O-])[O-].[K+].[K+].O. Product: [CH3:12][C@H:9]1[CH2:8][N:7]([C:13]([O:15][C:16]([CH3:19])([CH3:18])[CH3:17])=[O:14])[CH2:6][C:5]2[S:4][CH:3]=[C:2](/[CH:20]=[CH:21]\[CH3:22])[C:11]=2[O:10]1. The catalyst class is: 600.